This data is from Reaction yield outcomes from USPTO patents with 853,638 reactions. The task is: Predict the reaction yield, written as a fraction of the theoretical maximum amount of product (1.0 means a 100% yield; for example, 0.34 means a 34% yield). (1) The reactants are [CH3:1][C:2]1[CH:3]=[C:4]([CH:11]([CH3:17])[C:12]([O:14][CH2:15][CH3:16])=[O:13])[CH:5]=[CH:6][C:7]=1[N+:8]([O-])=O. The catalyst is CO.O1CCCC1.[Pd]. The product is [NH2:8][C:7]1[CH:6]=[CH:5][C:4]([CH:11]([CH3:17])[C:12]([O:14][CH2:15][CH3:16])=[O:13])=[CH:3][C:2]=1[CH3:1]. The yield is 0.900. (2) The reactants are [OH:1][CH2:2][C:3]1([C:13]([O:15][CH2:16][C:17]2[CH:22]=[CH:21][CH:20]=[CH:19][CH:18]=2)=[O:14])[CH2:12][CH2:11][C:6]2([O:10][CH2:9][CH2:8][O:7]2)[CH2:5][CH2:4]1.N1C=CC=CC=1.[O:29](S(C(F)(F)F)(=O)=O)[S:30]([C:33]([F:36])([F:35])[F:34])(=O)=[O:31]. The catalyst is C(Cl)Cl. The product is [F:34][C:33]([F:36])([F:35])[S:30]([O:1][CH2:2][C:3]1([C:13]([O:15][CH2:16][C:17]2[CH:18]=[CH:19][CH:20]=[CH:21][CH:22]=2)=[O:14])[CH2:12][CH2:11][C:6]2([O:10][CH2:9][CH2:8][O:7]2)[CH2:5][CH2:4]1)(=[O:31])=[O:29]. The yield is 0.980. (3) The reactants are [CH3:1][CH:2]([CH3:18])[CH2:3][C@H:4]([NH:8][C:9](=[O:17])[C:10]1[CH:15]=[CH:14][CH:13]=[C:12]([CH3:16])[CH:11]=1)[C:5]([OH:7])=O.[CH2:19]([CH2:21][NH2:22])[OH:20].C1C=CC2N(O)N=NC=2C=1.CCN=C=NCCCN(C)C. The catalyst is C(Cl)Cl. The product is [OH:20][CH2:19][CH2:21][NH:22][C:5]([C@@H:4]([NH:8][C:9](=[O:17])[C:10]1[CH:15]=[CH:14][CH:13]=[C:12]([CH3:16])[CH:11]=1)[CH2:3][CH:2]([CH3:1])[CH3:18])=[O:7]. The yield is 0.300.